Dataset: Forward reaction prediction with 1.9M reactions from USPTO patents (1976-2016). Task: Predict the product of the given reaction. (1) Given the reactants Cl[C:2]1[CH:7]=[C:6]([Cl:8])[C:5]([C:9]#[N:10])=[CH:4][N:3]=1.[C:11](=[O:18])([O:13][C:14]([CH3:17])([CH3:16])[CH3:15])[NH2:12].CC1(C)C2C(=C(P(C3C=CC=CC=3)C3C=CC=CC=3)C=CC=2)OC2C(P(C3C=CC=CC=3)C3C=CC=CC=3)=CC=CC1=2.C([O-])([O-])=O.[K+].[K+], predict the reaction product. The product is: [Cl:8][C:6]1[C:5]([C:9]#[N:10])=[CH:4][N:3]=[C:2]([NH:12][C:11](=[O:18])[O:13][C:14]([CH3:17])([CH3:16])[CH3:15])[CH:7]=1. (2) Given the reactants N(CC1CCCC1)=[N+]=[N-].[CH:10]1([CH2:15][N:16]=[C:17]=[S:18])[CH2:14][CH2:13][CH2:12][CH2:11]1.[CH2:19]([CH2:21][NH2:22])[OH:20], predict the reaction product. The product is: [CH:10]1([CH2:15][NH:16][C:17]([NH:22][CH2:21][CH2:19][OH:20])=[S:18])[CH2:14][CH2:13][CH2:12][CH2:11]1.